From a dataset of Peptide-MHC class I binding affinity with 185,985 pairs from IEDB/IMGT. Regression. Given a peptide amino acid sequence and an MHC pseudo amino acid sequence, predict their binding affinity value. This is MHC class I binding data. (1) The peptide sequence is EVVDMLSTY. The MHC is HLA-A25:01 with pseudo-sequence HLA-A25:01. The binding affinity (normalized) is 0.770. (2) The peptide sequence is YPCTVNFTI. The MHC is HLA-B51:01 with pseudo-sequence HLA-B51:01. The binding affinity (normalized) is 0.770. (3) The peptide sequence is SEKTHIHIF. The MHC is HLA-A69:01 with pseudo-sequence HLA-A69:01. The binding affinity (normalized) is 0.0847.